This data is from Experimentally validated miRNA-target interactions with 360,000+ pairs, plus equal number of negative samples. The task is: Binary Classification. Given a miRNA mature sequence and a target amino acid sequence, predict their likelihood of interaction. (1) Result: 0 (no interaction). The miRNA is mmu-miR-7017-5p with sequence AGAGGGUUGUGAGACUAGGGCUGU. The protein sequence of the target gene is MRIFAGIIFTACCHLLRAFTITAPKDLYVVEYGSNVTMECRFPVERELDLLALVVYWEKEDEQVIQFVAGEEDLKPQHSNFRGRASLPKDQLLKGNAALQITDVKLQDAGVYCCIISYGGADYKRITLKVNAPYRKINQRISVDPATSEHELICQAEGYPEAEVIWTNSDHQPVSGKRSVTTSRTEGMLLNVTSSLRVNATANDVFYCTFWRSQPGQNHTAELIIPELPATHPPQNRTHWVLLGSILLFLIVVSTVLLFLRKQVRMLDVEKCGVEDTSSKNRNDTQFEET. (2) The protein sequence of the target gene is MKRGGRDSDRNSSEEGTAEKSKKLRTTNEHSQTCDWGNLLQDIILQVFKYLPLLDRAHASQVCRNWNQVFHMPDLWRCFEFELNQPATSYLKATHPELIKQIIKRHSNHLQYVSFKVDSSKESAEAACDILSQLVNCSLKTLGLISTARPSFMDLPKSHFISALTVVFVNSKSLSSLKIDDTPVDDPSLKVLVANNSDTLKLLKMSSCPHVSPAGILCVADQCHGLRELALNYHLLSDELLLALSSEKHVRLEHLRIDVVSENPGQTHFHTIQKSSWDAFIRHSPKVNLVMYFFLYEEEF.... The miRNA is hsa-miR-548s with sequence AUGGCCAAAACUGCAGUUAUUUU. Result: 1 (interaction). (3) The miRNA is mmu-miR-3059-5p with sequence UUUCCUCUCUGCCCCAUAGGGU. The protein sequence of the target gene is MNLASQSGEAGAGQLLFANFNQDNTEVKGASRAAGLGRRAVVWSLAVGSKSGYKFFSLSSVDKLEQIYECTDTEDVCIVERLFSSSLVAIVSLKAPRKLKVCHFKKGTEICNYSYSNTILAVKLNRQRLIVCLEESLYIHNIRDMKVLHTIRETPPNPAGLCALSINNDNCYLAYPGSATIGEVQVFDTINLRAANMIPAHDSPLAALAFDASGTKLATASEKGTVIRVFSIPEGQKLFEFRRGVKRCVSICSLAFSMDGMFLSASSNTETVHIFKLETVKEKPPEEPTTWTGYFGKVLM.... Result: 0 (no interaction). (4) The miRNA is hsa-miR-8485 with sequence CACACACACACACACACGUAU. The protein sequence of the target gene is MAAAVLTDRAQVSVTFDDVAVTFTKEEWGQLDLAQRTLYQEVMLENCGLLVSLGCPVPKAELICHLEHGQEPWTRKEDLSQDTCPGDKGKPKTTEPTTCEPALSEGISLQGQVTQGNSVDSQLGQAEDQDGLSEMQEGHFRPGIDPQEKSPGKMSPECDGLGTADGVCSRIGQEQVSPGDRVRSHNSCESGKDPMIQEEENNFKCSECGKVFNKKHLLAGHEKIHSGVKPYECTECGKTFIKSTHLLQHHMIHTGERPYECMECGKAFNRKSYLTQHQRIHSGEKPYKCNECGKAFTHRS.... Result: 1 (interaction). (5) The miRNA is hsa-miR-6075 with sequence ACGGCCCAGGCGGCAUUGGUG. The protein sequence of the target gene is MGRLVAVGLLGIALALLGERLLALRNRLKASREVESVDLPHCHLIKGIEAGSEDIDILPNGLAFFSVGLKFPGLHSFAPDKPGGILMMDLKEEKPRARELRISRGFDLASFNPHGISTFIDNDDTVYLFVVNHPEFKNTVEIFKFEEAENSLLHLKTVKHELLPSVNDITAVGPAHFYATNDHYFSDPFLKYLETYLNLHWANVVYYSPNEVKVVAEGFDSANGINISPDDKYIYVADILAHEIHVLEKHTNMNLTQLKVLELDTLVDNLSIDPSSGDIWVGCHPNGQKLFVYDPNNPPS.... Result: 0 (no interaction). (6) The miRNA is hsa-miR-6774-5p with sequence ACUUGGGCAGGAGGGACCCUGUAUG. The protein sequence of the target gene is MARKKVRPRLIAELARRVRALREQLNRPRDSQLYAVDYETLTRPFSGRRLPVRAWADVRRESRLLQLLGRLPLFGLGRLVTRKSWLWQHDEPCYWRLTRVRPDYTAQNLDHGKAWGILTFKGKTESEAREIEHVMYHDWRLVPKHEEEAFTAFTPAPEDSLASVPYPPLLRAMIIAERQKNGDTSTEEPMLNVQRIRMEPWDYPAKQEDKGRAKGTPV. Result: 0 (no interaction).